Task: Predict the product of the given reaction.. Dataset: Forward reaction prediction with 1.9M reactions from USPTO patents (1976-2016) (1) Given the reactants [CH:1]12[CH2:7][CH:4]([CH2:5][CH2:6]1)[CH2:3][CH:2]2[C:8]1[NH:12][C:11]2[C:13]([O:20][CH3:21])=[CH:14][CH:15]=[C:16]([C:17](O)=[O:18])[C:10]=2[N:9]=1.[NH2:22][CH:23]1[CH2:28][CH2:27][CH2:26][CH:25]([NH:29][C:30](=[O:36])[O:31][C:32]([CH3:35])([CH3:34])[CH3:33])[CH2:24]1, predict the reaction product. The product is: [CH:1]12[CH2:7][CH:4]([CH2:5][CH2:6]1)[CH2:3][CH:2]2[C:8]1[NH:12][C:11]2[C:13]([O:20][CH3:21])=[CH:14][CH:15]=[C:16]([C:17]([NH:22][CH:23]3[CH2:28][CH2:27][CH2:26][CH:25]([NH:29][C:30](=[O:36])[O:31][C:32]([CH3:33])([CH3:35])[CH3:34])[CH2:24]3)=[O:18])[C:10]=2[N:9]=1. (2) Given the reactants O[C@@:2]([C:11]1[CH:12]=[C:13]2[C:18](=[CH:19][CH:20]=1)[CH:17]=[C:16]([C:21]([NH:23][CH3:24])=[O:22])[CH:15]=[CH:14]2)([C:6]1[N:7]=[CH:8][NH:9][CH:10]=1)[CH2:3][CH2:4]O.C(N(C(C)C)C(C)C)C.CS(Cl)(=O)=[O:36].C(=O)([O-])[O-].[Na+].[Na+], predict the reaction product. The product is: [OH:36][C:10]1[N:9]=[CH:8][N:7]2[CH2:4][CH2:3][C@@H:2]([C:11]3[CH:12]=[C:13]4[C:18](=[CH:19][CH:20]=3)[CH:17]=[C:16]([C:21]([NH:23][CH3:24])=[O:22])[CH:15]=[CH:14]4)[C:6]=12. (3) Given the reactants [ClH:1].Cl.CC1N=C([C:9]2[C:14]([S:15][CH:16]([C:18]3[CH:23]=[CH:22][CH:21]=[CH:20][N:19]=3)[CH3:17])=[CH:13][N:12]=[C:11]([NH2:24])[C:10]=2[O:25][C:26]2[CH:31]=[CH:30][CH:29]=[CH:28][CH:27]=2)SC=1.[CH3:32][C:33]1[N:34]=[C:35](NC2N=CC(SCCC(OC)=O)=CC=2OC2C=CC=CC=2)[S:36][CH:37]=1.CC([O-])(C)C.[K+].BrC(C1C=CC=CN=1)C, predict the reaction product. The product is: [ClH:1].[CH3:32][C:33]1[N:34]=[C:35]([NH:24][C:11]2[C:10]([O:25][C:26]3[CH:31]=[CH:30][CH:29]=[CH:28][CH:27]=3)=[CH:9][C:14]([S:15][CH:16]([C:18]3[CH:23]=[CH:22][CH:21]=[CH:20][N:19]=3)[CH3:17])=[CH:13][N:12]=2)[S:36][CH:37]=1.